From a dataset of Retrosynthesis with 50K atom-mapped reactions and 10 reaction types from USPTO. Predict the reactants needed to synthesize the given product. (1) Given the product COCCOc1ccc(C(C)=O)c(OCc2ccccc2)c1, predict the reactants needed to synthesize it. The reactants are: BrCc1ccccc1.COCCOc1ccc(C(C)=O)c(O)c1. (2) Given the product COc1ccc(Cn2ncc3c4c(cnc32)CNCC4)cc1, predict the reactants needed to synthesize it. The reactants are: COc1ccc(Cn2ncc3c4c(cnc32)CN(C(=O)OC(C)(C)C)CC4)cc1. (3) The reactants are: CC(C)(C)OC(=O)OC(=O)OC(C)(C)C.Nc1cc(N)cc(C(F)(F)F)c1. Given the product CC(C)(C)OC(=O)Nc1cc(N)cc(C(F)(F)F)c1, predict the reactants needed to synthesize it. (4) Given the product NC(=O)c1nn(-c2ccc3c(c2)OCO3)c2c1CCc1ccc(NC(=O)c3cc(Cl)ncc3Cl)cc1-2, predict the reactants needed to synthesize it. The reactants are: NC(=O)c1nn(-c2ccc3c(c2)OCO3)c2c1CCc1ccc(N)cc1-2.O=C(O)c1cc(Cl)ncc1Cl. (5) Given the product O=C/C=C/CCCCOC1CCCCO1, predict the reactants needed to synthesize it. The reactants are: O=CC=P(c1ccccc1)(c1ccccc1)c1ccccc1.O=CCCCCOC1CCCCO1. (6) Given the product O=Cc1ccc(OCc2ccccc2F)cc1, predict the reactants needed to synthesize it. The reactants are: Fc1ccccc1CBr.O=Cc1ccc(O)cc1.